This data is from Reaction yield outcomes from USPTO patents with 853,638 reactions. The task is: Predict the reaction yield, written as a fraction of the theoretical maximum amount of product (1.0 means a 100% yield; for example, 0.34 means a 34% yield). (1) The reactants are [Br:1][C:2]1[CH:6]=[CH:5][S:4][C:3]=1/[C:7](/[NH:17][CH:18]([C:20]1[S:21][CH:22]=[CH:23][N:24]=1)[CH3:19])=[C:8](\[C:15]#[N:16])/[C:9]([O:11]CC=C)=[O:10].N1CCCC1.C1(P(C2C=CC=CC=2)C2C=CC=CC=2)C=CC=CC=1. The catalyst is C(Cl)Cl.C1C=CC([P]([Pd]([P](C2C=CC=CC=2)(C2C=CC=CC=2)C2C=CC=CC=2)([P](C2C=CC=CC=2)(C2C=CC=CC=2)C2C=CC=CC=2)[P](C2C=CC=CC=2)(C2C=CC=CC=2)C2C=CC=CC=2)(C2C=CC=CC=2)C2C=CC=CC=2)=CC=1. The product is [Br:1][C:2]1[CH:6]=[CH:5][S:4][C:3]=1/[C:7](/[NH:17][CH:18]([C:20]1[S:21][CH:22]=[CH:23][N:24]=1)[CH3:19])=[C:8](\[C:15]#[N:16])/[C:9]([OH:11])=[O:10]. The yield is 0.870. (2) The reactants are [C:1]([O-:4])(=[O:3])[CH3:2].[Na+].[CH2:6]([O:8][C:9]([C:11](=[CH:16][C:17]1[CH:21]=[C:20]([CH3:22])[S:19][CH:18]=1)[CH2:12][C:13](O)=O)=[O:10])[CH3:7]. The catalyst is C(OC(=O)C)(=O)C.ClCCl. The product is [C:1]([O:4][C:13]1[C:18]2[S:19][C:20]([CH3:22])=[CH:21][C:17]=2[CH:16]=[C:11]([C:9]([O:8][CH2:6][CH3:7])=[O:10])[CH:12]=1)(=[O:3])[CH3:2]. The yield is 0.420. (3) The reactants are [C:1]([O:5][C:6](=[O:24])[NH:7][CH:8]([CH2:17][C:18]1[CH:23]=[CH:22][CH:21]=[CH:20][CH:19]=1)[CH:9]([OH:16])[CH2:10][NH:11][CH2:12][CH:13]([CH3:15])[CH3:14])([CH3:4])([CH3:3])[CH3:2].CCN(CC)CC.[C:32](Cl)([O:34][CH2:35][CH:36]1[C:48]2[C:43](=[CH:44][CH:45]=[CH:46][CH:47]=2)[C:42]2[C:37]1=[CH:38][CH:39]=[CH:40][CH:41]=2)=[O:33].[CH2:50]1[CH2:54]OC[CH2:51]1. No catalyst specified. The product is [CH2:12]([N:11]([CH2:10][C@@H:9]([OH:16])[C@@H:8]([NH:7][C:6]([O:5][C:1]([CH3:3])([CH3:4])[CH3:2])=[O:24])[CH2:17][C:18]1[CH:19]=[CH:20][CH:21]=[CH:22][CH:23]=1)[C:32](=[O:33])[O:34][CH2:35][C:36]1[C:41]2[CH2:42][C:43]3[C:44](=[CH:45][CH:46]=[CH:47][CH:48]=3)[C:40]=2[CH:39]=[CH:38][CH:37]=1)[C:13]1[CH:14]=[CH:54][CH:50]=[CH:51][CH:15]=1. The yield is 0.960. (4) The reactants are CN(C)[CH:3]=[O:4].[H-].[Na+].Br[CH2:9][CH:10]([N:17]1[C:21]2[CH:22]=[C:23]([F:27])[C:24]([F:26])=[CH:25][C:20]=2[N:19]=[C:18]1[C:28]1[CH:33]=[CH:32][C:31]([Cl:34])=[CH:30][CH:29]=1)[CH:11]1[CH2:16][CH2:15][CH2:14][CH2:13][CH2:12]1.Cl. The catalyst is C(OCC)(=O)C. The product is [Cl:34][C:31]1[CH:30]=[CH:29][C:28]([C:18]2[N:17]([CH:10]([CH:11]3[CH2:16][CH2:15][CH2:14][CH2:13][CH2:12]3)[CH2:9][O:4][C:3]3[CH:20]=[CH:21][CH:22]=[CH:23][C:24]=3[F:26])[C:21]3[CH:22]=[C:23]([F:27])[C:24]([F:26])=[CH:25][C:20]=3[N:19]=2)=[CH:33][CH:32]=1. The yield is 0.0900.